This data is from Full USPTO retrosynthesis dataset with 1.9M reactions from patents (1976-2016). The task is: Predict the reactants needed to synthesize the given product. (1) Given the product [C:1]([O:5][C:6](=[O:24])[CH2:7][C:8]1[CH:9]=[N:10][C:11]([NH:17][C:18](=[O:23])[C:19]([CH3:22])([CH3:21])[CH3:20])=[CH:12][C:13]=1[CH2:14][CH2:15][Br:50])([CH3:4])([CH3:3])[CH3:2], predict the reactants needed to synthesize it. The reactants are: [C:1]([O:5][C:6](=[O:24])[CH2:7][C:8]1[CH:9]=[N:10][C:11]([NH:17][C:18](=[O:23])[C:19]([CH3:22])([CH3:21])[CH3:20])=[CH:12][C:13]=1[CH2:14][CH2:15]O)([CH3:4])([CH3:3])[CH3:2].N1C=CN=C1.C1(P(C2C=CC=CC=2)C2C=CC=CC=2)C=CC=CC=1.C(Br)(Br)(Br)[Br:50]. (2) Given the product [CH3:1][C:2]1([C:21]([NH:23][C@H:24]([C:26]2[CH:27]=[CH:28][C:29]([C:30]([OH:32])=[O:31])=[CH:34][CH:35]=2)[CH3:25])=[O:22])[N:9]([CH2:10][C:11]2[CH:12]=[CH:13][C:14]([C:17]([F:20])([F:18])[F:19])=[CH:15][CH:16]=2)[CH2:8][CH2:7][C:4]2([CH2:6][CH2:5]2)[CH2:3]1, predict the reactants needed to synthesize it. The reactants are: [CH3:1][C:2]1([C:21]([NH:23][C@H:24]([C:26]2[CH:35]=[CH:34][C:29]([C:30]([O:32]C)=[O:31])=[CH:28][CH:27]=2)[CH3:25])=[O:22])[N:9]([CH2:10][C:11]2[CH:16]=[CH:15][C:14]([C:17]([F:20])([F:19])[F:18])=[CH:13][CH:12]=2)[CH2:8][CH2:7][C:4]2([CH2:6][CH2:5]2)[CH2:3]1.O[Li].O. (3) The reactants are: [C:1]([O:5][C:6]([C:8]1[CH:13]=[CH:12][C:11]([C:14]2[C:15]([CH3:52])([CH3:51])[C@H:16]3[C@:29]([CH3:32])([CH2:30][CH:31]=2)[C@@H:28]2[C@:19]([CH3:50])([C@@:20]4([CH3:49])[C@H:25]([CH2:26][CH2:27]2)[C@H:24]2[C@H:33]([C:36]([CH3:38])=[CH2:37])[CH2:34][CH2:35][C@:23]2([C:39]([O:41][CH2:42][C:43]2[CH:48]=[CH:47][CH:46]=[CH:45][CH:44]=2)=[O:40])[CH2:22][CH2:21]4)[CH2:18][CH2:17]3)=[CH:10][CH:9]=1)=[O:7])([CH3:4])([CH3:3])[CH3:2].C1C(=O)N([Br:60])C(=O)C1. Given the product [Br:60][CH2:37][C:36]([C@H:33]1[C@@H:24]2[C@@H:25]3[C@@:20]([CH3:49])([CH2:21][CH2:22][C@@:23]2([C:39]([O:41][CH2:42][C:43]2[CH:44]=[CH:45][CH:46]=[CH:47][CH:48]=2)=[O:40])[CH2:35][CH2:34]1)[C@@:19]1([CH3:50])[C@@H:28]([C@:29]2([CH3:32])[C@@H:16]([CH2:17][CH2:18]1)[C:15]([CH3:52])([CH3:51])[C:14]([C:11]1[CH:12]=[CH:13][C:8]([C:6]([O:5][C:1]([CH3:2])([CH3:3])[CH3:4])=[O:7])=[CH:9][CH:10]=1)=[CH:31][CH2:30]2)[CH2:27][CH2:26]3)=[CH2:38], predict the reactants needed to synthesize it. (4) Given the product [Br:1][C:2]1[CH:19]=[CH:18][C:5]2[NH:6][C:7](=[O:10])[N:8]([CH3:9])[C:4]=2[CH:3]=1, predict the reactants needed to synthesize it. The reactants are: [Br:1][C:2]1[CH:19]=[CH:18][C:5]2[N:6](C(OC(C)(C)C)=O)[C:7](=[O:10])[N:8]([CH3:9])[C:4]=2[CH:3]=1.Cl.O1CCOCC1.